Dataset: Catalyst prediction with 721,799 reactions and 888 catalyst types from USPTO. Task: Predict which catalyst facilitates the given reaction. (1) Reactant: [CH3:1][C:2]1[CH:3]=[C:4]([CH:8]([C:10]2[CH:11]=[N:12][CH:13]=[CH:14][C:15]=2[CH3:16])[OH:9])[O:5][C:6]=1[CH3:7]. Product: [CH3:1][C:2]1[CH:3]=[C:4]([C:8]([C:10]2[CH:11]=[N:12][CH:13]=[CH:14][C:15]=2[CH3:16])=[O:9])[O:5][C:6]=1[CH3:7]. The catalyst class is: 428. (2) Reactant: [CH2:1]([O:3][C:4]([C:6]1[S:7][C:8]([O:19][C:20]2[CH:25]=[CH:24][CH:23]=[C:22]([O:26]C)[CH:21]=2)=[C:9]2[C:17]3[N:16]([CH3:18])[N:15]=[CH:14][C:13]=3[CH2:12][CH2:11][C:10]=12)=[O:5])[CH3:2].[C:28](Cl)(=[O:30])[CH3:29].[Cl-].[Al+3].[Cl-].[Cl-].Cl. Product: [CH2:1]([O:3][C:4]([C:6]1[S:7][C:8]([O:19][C:20]2[CH:25]=[CH:24][C:23]([C:28](=[O:30])[CH3:29])=[C:22]([OH:26])[CH:21]=2)=[C:9]2[C:17]3[N:16]([CH3:18])[N:15]=[CH:14][C:13]=3[CH2:12][CH2:11][C:10]=12)=[O:5])[CH3:2]. The catalyst class is: 26. (3) Reactant: Cl[C:2]1[N:7]=[C:6]([C:8]2[C:9]([C:17]3[CH:18]=[CH:19][C:20](C)=[C:21]([NH:23][C:24](=[O:31])[CH2:25][C:26]4[S:27][CH:28]=[CH:29][CH:30]=4)[CH:22]=3)=[N:10][N:11]3[CH:16]=[CH:15][CH:14]=[CH:13][C:12]=23)[CH:5]=[CH:4][N:3]=1.N1([CH2:38][C:39]2[CH:40]=[C:41]([CH:43]=[CH:44][CH:45]=2)[NH2:42])CCCC1.Cl. Product: [NH2:3][CH:4]1[CH2:38][C:39]2[CH:40]=[C:41]([NH:42][C:2]3[N:7]=[C:6]([C:8]4[C:9]([C:17]5[CH:22]=[C:21]([NH:23][C:24](=[O:31])[CH2:25][C:26]6[S:27][CH:28]=[CH:29][CH:30]=6)[CH:20]=[CH:19][CH:18]=5)=[N:10][N:11]5[CH:16]=[CH:15][CH:14]=[CH:13][C:12]=45)[CH:5]=[CH:4][N:3]=3)[CH:43]=[CH:44][C:45]=2[CH2:6][CH2:5]1. The catalyst class is: 41. (4) Reactant: [O:1]=[C:2]1[CH2:6][S:5][C:4](=[S:7])[N:3]1[NH:8][C:9]1[CH:17]=[CH:16][CH:15]=[CH:14][C:10]=1[C:11]([OH:13])=[O:12].[F:18][C:19]([F:34])([F:33])[C:20]1[CH:21]=[C:22]([C:26]2[O:30][C:29]([CH:31]=O)=[CH:28][CH:27]=2)[CH:23]=[CH:24][CH:25]=1.C(O)(=O)C.C(O)(=O)C.C(N)CN.S([O-])(O)=O.[Na+]. Product: [O:1]=[C:2]1[C:6](=[CH:31][C:29]2[O:30][C:26]([C:22]3[CH:23]=[CH:24][CH:25]=[C:20]([C:19]([F:33])([F:18])[F:34])[CH:21]=3)=[CH:27][CH:28]=2)[S:5][C:4](=[S:7])[N:3]1[NH:8][C:9]1[CH:17]=[CH:16][CH:15]=[CH:14][C:10]=1[C:11]([OH:13])=[O:12]. The catalyst class is: 5. (5) Reactant: Cl.[NH2:2][OH:3].C(=O)(O)[O-].[Na+].O.[CH:10]1([C@H:14]([NH:16][C:17]2[N:25]=[C:24]([C:26]#[N:27])[N:23]=[C:22]3[C:18]=2[N:19]([CH2:37][C@H:38]2[CH2:43][CH2:42][C@H:41]([CH3:44])[CH2:40][CH2:39]2)[C:20]([C:28]([F:36])([F:35])[C:29]2[CH:34]=[CH:33][CH:32]=[CH:31][CH:30]=2)=[N:21]3)[CH3:15])[CH2:13][CH2:12][CH2:11]1. Product: [CH:10]1([C@H:14]([NH:16][C:17]2[N:25]=[C:24]([C:26](=[N:2][OH:3])[NH2:27])[N:23]=[C:22]3[C:18]=2[N:19]([CH2:37][C@H:38]2[CH2:39][CH2:40][C@H:41]([CH3:44])[CH2:42][CH2:43]2)[C:20]([C:28]([F:35])([F:36])[C:29]2[CH:34]=[CH:33][CH:32]=[CH:31][CH:30]=2)=[N:21]3)[CH3:15])[CH2:11][CH2:12][CH2:13]1. The catalyst class is: 823. (6) Reactant: Cl[C:2]1[N:7]=[CH:6][N:5]=[C:4]([NH:8][C:9]2[CH:14]=[CH:13][C:12]([S:15]([CH3:18])(=[O:17])=[O:16])=[CH:11][C:10]=2[F:19])[C:3]=1[CH3:20].[CH:21]([C:24]1[N:28]=[C:27]([N:29]2[CH2:34][CH2:33][CH:32]([OH:35])[CH2:31][CH2:30]2)[O:26][N:25]=1)([CH3:23])[CH3:22].CC(C)([O-])C.[K+].Cl.CCOCC. Product: [F:19][C:10]1[CH:11]=[C:12]([S:15]([CH3:18])(=[O:17])=[O:16])[CH:13]=[CH:14][C:9]=1[NH:8][C:4]1[C:3]([CH3:20])=[C:2]([O:35][CH:32]2[CH2:33][CH2:34][N:29]([C:27]3[O:26][N:25]=[C:24]([CH:21]([CH3:23])[CH3:22])[N:28]=3)[CH2:30][CH2:31]2)[N:7]=[CH:6][N:5]=1. The catalyst class is: 76. (7) Reactant: [CH3:1][O:2][C:3]1[C:8]([CH:9]2[CH2:13][CH2:12][CH2:11][CH:10]2[C:14](OCC)=[O:15])=[CH:7][CH:6]=[CH:5][N:4]=1.[H-].[H-].[H-].[H-].[Li+].[Al+3]. Product: [CH3:1][O:2][C:3]1[C:8]([CH:9]2[CH2:13][CH2:12][CH2:11][CH:10]2[CH2:14][OH:15])=[CH:7][CH:6]=[CH:5][N:4]=1. The catalyst class is: 7. (8) Reactant: [CH2:1]([C:8]1[S:9][C:10](CO)=[C:11]([O:13][CH2:14][CH2:15][CH2:16][C:17]2[N:21]([CH2:22][C:23]3[CH:28]=[CH:27][C:26]([Cl:29])=[CH:25][C:24]=3[Cl:30])[N:20]=[C:19]([O:31][CH:32]([CH3:34])[CH3:33])[CH:18]=2)[N:12]=1)[C:2]1[CH:7]=[CH:6][CH:5]=[CH:4][CH:3]=1.C[C:38]([OH:42])([C:40]#N)C.C(P(CCCC)CCCC)CCC.N(C(N1CCCCC1)=O)=NC(N1CCCCC1)=[O:59]. Product: [CH2:1]([C:8]1[S:9][C:10]([CH2:40][C:38]([OH:42])=[O:59])=[C:11]([O:13][CH2:14][CH2:15][CH2:16][C:17]2[N:21]([CH2:22][C:23]3[CH:28]=[CH:27][C:26]([Cl:29])=[CH:25][C:24]=3[Cl:30])[N:20]=[C:19]([O:31][CH:32]([CH3:33])[CH3:34])[CH:18]=2)[N:12]=1)[C:2]1[CH:3]=[CH:4][CH:5]=[CH:6][CH:7]=1. The catalyst class is: 7.